From a dataset of Forward reaction prediction with 1.9M reactions from USPTO patents (1976-2016). Predict the product of the given reaction. Given the reactants [Cl:1][C:2]1[N:7]=[C:6]([NH2:8])[CH:5]=[CH:4][C:3]=1I.CCOC(C)=O.O.[CH3:17][N:18](C=O)C, predict the reaction product. The product is: [NH2:8][C:6]1[CH:5]=[CH:4][C:3]([C:17]#[N:18])=[C:2]([Cl:1])[N:7]=1.